From a dataset of Peptide-MHC class I binding affinity with 185,985 pairs from IEDB/IMGT. Regression. Given a peptide amino acid sequence and an MHC pseudo amino acid sequence, predict their binding affinity value. This is MHC class I binding data. (1) The peptide sequence is YQAVVPLVY. The MHC is HLA-B07:02 with pseudo-sequence HLA-B07:02. The binding affinity (normalized) is 0.0111. (2) The peptide sequence is FTDNNELEF. The MHC is HLA-B58:01 with pseudo-sequence HLA-B58:01. The binding affinity (normalized) is 0.505. (3) The peptide sequence is FMGRIRSVY. The MHC is HLA-B27:05 with pseudo-sequence HLA-B27:05. The binding affinity (normalized) is 0.0847. (4) The peptide sequence is FRYNGLIHR. The binding affinity (normalized) is 0. The MHC is Patr-A0701 with pseudo-sequence Patr-A0701.